Dataset: Retrosynthesis with 50K atom-mapped reactions and 10 reaction types from USPTO. Task: Predict the reactants needed to synthesize the given product. (1) Given the product CC1c2ccc(N3CC[C@H](NS(=O)(=O)/C=C/c4ccc(Cl)s4)C3=O)cc2CCN1C(=O)OC(C)(C)C, predict the reactants needed to synthesize it. The reactants are: CC1c2ccc(N3CC[C@H](N)C3=O)cc2CCN1C(=O)OC(C)(C)C.O=S(=O)(Cl)/C=C/c1ccc(Cl)s1. (2) Given the product CCOC(=O)C1CCC(C)(C)c2cc(O[Si](C)(C)C(C)(C)C)c(C)cc21, predict the reactants needed to synthesize it. The reactants are: CCOC(=O)C1=CCC(C)(C)c2cc(O[Si](C)(C)C(C)(C)C)c(C)cc21.